From a dataset of Reaction yield outcomes from USPTO patents with 853,638 reactions. Predict the reaction yield, written as a fraction of the theoretical maximum amount of product (1.0 means a 100% yield; for example, 0.34 means a 34% yield). (1) The reactants are [Br:1][C:2]1[CH:7]=[C:6]([F:8])[C:5]([O:9]C)=[C:4]([CH:11]([CH3:13])[CH3:12])[CH:3]=1.B(Br)(Br)Br. The catalyst is C(Cl)Cl. The product is [Br:1][C:2]1[CH:7]=[C:6]([F:8])[C:5]([OH:9])=[C:4]([CH:11]([CH3:13])[CH3:12])[CH:3]=1. The yield is 1.00. (2) The reactants are [N+:1]([C:4]1[CH:10]=[CH:9][CH:8]=[C:7]([C:11]2[CH:16]=[CH:15][N:14]=[CH:13][CH:12]=2)[C:5]=1[NH2:6])([O-])=O. The catalyst is CCOC(C)=O.[Pd]. The product is [N:14]1[CH:13]=[CH:12][C:11]([C:7]2[CH:8]=[CH:9][CH:10]=[C:4]([NH2:1])[C:5]=2[NH2:6])=[CH:16][CH:15]=1. The yield is 0.930. (3) The reactants are [Cl:1][C:2]1[CH:33]=[CH:32][C:5]([C:6]([NH:8][C:9]2[CH:14]=[CH:13][C:12]([CH2:15][NH:16][C:17]3[C:26]4[C:21](=[CH:22][CH:23]=[C:24]([C:27]([F:30])([F:29])[F:28])[CH:25]=4)[N:20]=[C:19](Cl)[N:18]=3)=[CH:11][CH:10]=2)=[O:7])=[CH:4][CH:3]=1.Cl.[CH3:35][NH2:36]. No catalyst specified. The product is [Cl:1][C:2]1[CH:3]=[CH:4][C:5]([C:6]([NH:8][C:9]2[CH:10]=[CH:11][C:12]([CH2:15][NH:16][C:17]3[C:26]4[C:21](=[CH:22][CH:23]=[C:24]([C:27]([F:30])([F:28])[F:29])[CH:25]=4)[N:20]=[C:19]([NH:36][CH3:35])[N:18]=3)=[CH:13][CH:14]=2)=[O:7])=[CH:32][CH:33]=1. The yield is 0.280.